Dataset: Reaction yield outcomes from USPTO patents with 853,638 reactions. Task: Predict the reaction yield, written as a fraction of the theoretical maximum amount of product (1.0 means a 100% yield; for example, 0.34 means a 34% yield). (1) The reactants are F[C:2]1[CH:9]=[C:8]([F:10])[CH:7]=[CH:6][C:3]=1[C:4]#[N:5].Cl.[NH2:12][CH2:13][C:14]([O:16][CH2:17][CH3:18])=[O:15].C(=O)([O-])[O-].[K+].[K+].CC(C)([O-])C.[K+]. The catalyst is O.CN1CCCC1=O. The product is [NH2:5][C:4]1[C:3]2[C:2](=[CH:9][C:8]([F:10])=[CH:7][CH:6]=2)[NH:12][C:13]=1[C:14]([O:16][CH2:17][CH3:18])=[O:15]. The yield is 0.0750. (2) The reactants are [OH:1][C:2]12[CH2:11][CH:6]3[CH2:7][CH:8]([CH2:10][C:4]([NH2:12])([CH2:5]3)[CH2:3]1)[CH2:9]2.[C:13](O[C:13]([O:15][C:16]([CH3:19])([CH3:18])[CH3:17])=[O:14])([O:15][C:16]([CH3:19])([CH3:18])[CH3:17])=[O:14]. The catalyst is O1CCOCC1.O.[OH-].[Na+]. The product is [C:16]([O:15][C:13](=[O:14])[NH:12][C:4]12[CH2:10][CH:8]3[CH2:7][CH:6]([CH2:11][C:2]([OH:1])([CH2:9]3)[CH2:3]1)[CH2:5]2)([CH3:19])([CH3:18])[CH3:17]. The yield is 0.650.